Task: Regression. Given two drug SMILES strings and cell line genomic features, predict the synergy score measuring deviation from expected non-interaction effect.. Dataset: NCI-60 drug combinations with 297,098 pairs across 59 cell lines (1) Drug 1: CC(CN1CC(=O)NC(=O)C1)N2CC(=O)NC(=O)C2. Drug 2: C(CCl)NC(=O)N(CCCl)N=O. Cell line: HCT-15. Synergy scores: CSS=38.3, Synergy_ZIP=-6.83, Synergy_Bliss=1.39, Synergy_Loewe=0.276, Synergy_HSA=2.01. (2) Drug 1: CC1=C(C=C(C=C1)NC(=O)C2=CC=C(C=C2)CN3CCN(CC3)C)NC4=NC=CC(=N4)C5=CN=CC=C5. Drug 2: CS(=O)(=O)CCNCC1=CC=C(O1)C2=CC3=C(C=C2)N=CN=C3NC4=CC(=C(C=C4)OCC5=CC(=CC=C5)F)Cl. Cell line: SN12C. Synergy scores: CSS=-21.8, Synergy_ZIP=5.17, Synergy_Bliss=0.0260, Synergy_Loewe=-13.2, Synergy_HSA=-16.6. (3) Drug 2: CCN(CC)CCCC(C)NC1=C2C=C(C=CC2=NC3=C1C=CC(=C3)Cl)OC. Cell line: OVCAR3. Drug 1: C1=NNC2=C1C(=O)NC=N2. Synergy scores: CSS=11.8, Synergy_ZIP=-0.0480, Synergy_Bliss=5.79, Synergy_Loewe=-19.6, Synergy_HSA=-6.59.